Dataset: NCI-60 drug combinations with 297,098 pairs across 59 cell lines. Task: Regression. Given two drug SMILES strings and cell line genomic features, predict the synergy score measuring deviation from expected non-interaction effect. (1) Drug 1: CCC1(CC2CC(C3=C(CCN(C2)C1)C4=CC=CC=C4N3)(C5=C(C=C6C(=C5)C78CCN9C7C(C=CC9)(C(C(C8N6C)(C(=O)OC)O)OC(=O)C)CC)OC)C(=O)OC)O.OS(=O)(=O)O. Drug 2: C1=NC(=NC(=O)N1C2C(C(C(O2)CO)O)O)N. Cell line: NCI-H460. Synergy scores: CSS=63.3, Synergy_ZIP=-0.606, Synergy_Bliss=0.790, Synergy_Loewe=1.17, Synergy_HSA=1.53. (2) Drug 1: C1=NC2=C(N1)C(=S)N=CN2. Drug 2: CC1=C(C=C(C=C1)C(=O)NC2=CC(=CC(=C2)C(F)(F)F)N3C=C(N=C3)C)NC4=NC=CC(=N4)C5=CN=CC=C5. Cell line: UO-31. Synergy scores: CSS=1.97, Synergy_ZIP=-0.297, Synergy_Bliss=-0.522, Synergy_Loewe=0.570, Synergy_HSA=-0.834. (3) Drug 1: C1=C(C(=O)NC(=O)N1)N(CCCl)CCCl. Drug 2: C(CN)CNCCSP(=O)(O)O. Cell line: SK-MEL-28. Synergy scores: CSS=7.25, Synergy_ZIP=-1.68, Synergy_Bliss=4.19, Synergy_Loewe=1.47, Synergy_HSA=3.32. (4) Drug 1: CCN(CC)CCNC(=O)C1=C(NC(=C1C)C=C2C3=C(C=CC(=C3)F)NC2=O)C. Drug 2: C#CCC(CC1=CN=C2C(=N1)C(=NC(=N2)N)N)C3=CC=C(C=C3)C(=O)NC(CCC(=O)O)C(=O)O. Cell line: U251. Synergy scores: CSS=47.8, Synergy_ZIP=2.13, Synergy_Bliss=1.62, Synergy_Loewe=-9.82, Synergy_HSA=4.27. (5) Drug 1: CS(=O)(=O)OCCCCOS(=O)(=O)C. Drug 2: CN(C(=O)NC(C=O)C(C(C(CO)O)O)O)N=O. Cell line: UACC-257. Synergy scores: CSS=2.62, Synergy_ZIP=1.74, Synergy_Bliss=2.28, Synergy_Loewe=-1.10, Synergy_HSA=-0.813. (6) Drug 1: CCCCC(=O)OCC(=O)C1(CC(C2=C(C1)C(=C3C(=C2O)C(=O)C4=C(C3=O)C=CC=C4OC)O)OC5CC(C(C(O5)C)O)NC(=O)C(F)(F)F)O. Drug 2: CN(CCCl)CCCl.Cl. Cell line: SF-539. Synergy scores: CSS=63.6, Synergy_ZIP=-0.726, Synergy_Bliss=-1.23, Synergy_Loewe=0.460, Synergy_HSA=3.07. (7) Drug 1: C#CCC(CC1=CN=C2C(=N1)C(=NC(=N2)N)N)C3=CC=C(C=C3)C(=O)NC(CCC(=O)O)C(=O)O. Drug 2: C1C(C(OC1N2C=NC(=NC2=O)N)CO)O. Cell line: SNB-19. Synergy scores: CSS=7.96, Synergy_ZIP=-1.75, Synergy_Bliss=3.14, Synergy_Loewe=-1.32, Synergy_HSA=-1.21.